Dataset: Forward reaction prediction with 1.9M reactions from USPTO patents (1976-2016). Task: Predict the product of the given reaction. (1) Given the reactants Cl[C:2]1([Cl:13])[CH:8]=[C:7]([C:9]([F:12])([F:11])[F:10])[CH:6]=[CH:5][CH:3]1[NH2:4].[F:14][C:15]([F:32])([F:31])[C:16]([F:30])([F:29])[C:17](O[C:17](=[O:18])[C:16]([F:30])([F:29])[C:15]([F:32])([F:31])[F:14])=[O:18].[Cl:33]CCl, predict the reaction product. The product is: [Cl:33][C:5]1[CH:6]=[C:7]([C:9]([F:10])([F:11])[F:12])[CH:8]=[C:2]([Cl:13])[C:3]=1[NH:4][C:17](=[O:18])[C:16]([F:30])([F:29])[C:15]([F:32])([F:31])[F:14]. (2) Given the reactants Br[C:2]1[N:3]=[C:4]2[C:10]([CH:11]=[O:12])=[CH:9][N:8]([CH2:13][O:14][CH2:15][CH2:16][Si:17]([CH3:20])([CH3:19])[CH3:18])[C:5]2=[N:6][CH:7]=1.[CH:21]1(B(O)O)[CH2:23][CH2:22]1.C1(P(C2CCCCC2)C2CCCCC2)CCCCC1.[O-]P([O-])([O-])=O.[K+].[K+].[K+], predict the reaction product. The product is: [CH:21]1([C:2]2[N:3]=[C:4]3[C:10]([CH:11]=[O:12])=[CH:9][N:8]([CH2:13][O:14][CH2:15][CH2:16][Si:17]([CH3:20])([CH3:19])[CH3:18])[C:5]3=[N:6][CH:7]=2)[CH2:23][CH2:22]1. (3) Given the reactants [C:1]([O:5][C:6]([NH:8][CH2:9][C:10]1[CH:24]=[CH:23][C:22]([Cl:25])=[CH:21][C:11]=1[CH2:12][NH:13][C:14](=[O:20])[C@@H:15]1[CH2:19][CH2:18][CH2:17][NH:16]1)=[O:7])([CH3:4])([CH3:3])[CH3:2].[CH3:26][C:27]([CH3:34])([CH3:33])[C@@H:28]([OH:32])[C:29](O)=[O:30].C1C=C2N=NN(O)C2=CC=1.O.C(Cl)CCl.C(N(C(C)C)CC)(C)C, predict the reaction product. The product is: [CH3:26][C:27]([CH3:34])([CH3:33])[C@@H:28]([OH:32])[C:29]([N:16]1[CH2:17][CH2:18][CH2:19][C@H:15]1[C:14]([NH:13][CH2:12][C:11]1[CH:21]=[C:22]([Cl:25])[CH:23]=[CH:24][C:10]=1[CH2:9][NH:8][C:6]([O:5][C:1]([CH3:4])([CH3:2])[CH3:3])=[O:7])=[O:20])=[O:30]. (4) Given the reactants [BH4-].[Na+].[C:3]([O:7][C:8]([NH:10][C:11]1([C:26]([NH:28][CH:29]([C:35]2[CH:40]=[CH:39][C:38]([Cl:41])=[CH:37][CH:36]=2)[CH2:30][C:31](OC)=[O:32])=[O:27])[CH2:16][CH2:15][N:14]([C:17]2[C:18]3[CH:25]=[CH:24][NH:23][C:19]=3[N:20]=[CH:21][N:22]=2)[CH2:13][CH2:12]1)=[O:9])([CH3:6])([CH3:5])[CH3:4], predict the reaction product. The product is: [Cl:41][C:38]1[CH:37]=[CH:36][C:35]([CH:29]([NH:28][C:26]([C:11]2([NH:10][C:8](=[O:9])[O:7][C:3]([CH3:5])([CH3:4])[CH3:6])[CH2:12][CH2:13][N:14]([C:17]3[C:18]4[CH:25]=[CH:24][NH:23][C:19]=4[N:20]=[CH:21][N:22]=3)[CH2:15][CH2:16]2)=[O:27])[CH2:30][CH2:31][OH:32])=[CH:40][CH:39]=1. (5) Given the reactants Br[C:2]1[N:6]2[C:7]3[C:12]([N:13]=[C:14]([CH3:15])[C:5]2=[C:4]([CH3:17])[N:3]=1)=[CH:11][CH:10]=[C:9]([F:16])[CH:8]=3.[F:18][C:19]([F:31])([F:30])[O:20][C:21]1[CH:26]=[CH:25][CH:24]=[CH:23][C:22]=1B(O)O.C([O-])([O-])=O.[K+].[K+], predict the reaction product. The product is: [F:16][C:9]1[CH:8]=[C:7]2[C:12]([N:13]=[C:14]([CH3:15])[C:5]3[N:6]2[C:2]([C:22]2[CH:23]=[CH:24][CH:25]=[CH:26][C:21]=2[O:20][C:19]([F:18])([F:31])[F:30])=[N:3][C:4]=3[CH3:17])=[CH:11][CH:10]=1. (6) The product is: [CH2:1]([N:3]1[CH2:4][CH2:5][N:6]([C:9]2[CH:10]=[C:11]([NH:12][C:35]([C:28]3[C:29]4[N:30]=[CH:31][CH:32]=[N:33][C:34]=4[C:25]([C:18]4[CH:19]=[C:20]([O:23][CH3:24])[CH:21]=[CH:22][C:17]=4[Cl:16])=[CH:26][CH:27]=3)=[O:36])[CH:13]=[CH:14][CH:15]=2)[CH2:7][CH2:8]1)[CH3:2]. Given the reactants [CH2:1]([N:3]1[CH2:8][CH2:7][N:6]([C:9]2[CH:10]=[C:11]([CH:13]=[CH:14][CH:15]=2)[NH2:12])[CH2:5][CH2:4]1)[CH3:2].[Cl:16][C:17]1[CH:22]=[CH:21][C:20]([O:23][CH3:24])=[CH:19][C:18]=1[C:25]1[C:34]2[N:33]=[CH:32][CH:31]=[N:30][C:29]=2[C:28]([C:35](O)=[O:36])=[CH:27][CH:26]=1.ClC1C=C(OC)C=CC=1B(O)O, predict the reaction product. (7) Given the reactants Cl[C:2]1[CH:11]=[CH:10][N:9]=[C:8]2[C:3]=1[CH:4]=[CH:5][C:6]([CH3:12])=[N:7]2.[CH3:13][C:14]1[CH:15]=[CH:16][C:17]([S:21][C:22]2[CH:23]=[C:24]([CH3:28])[CH:25]=[CH:26][CH:27]=2)=[C:18]([NH2:20])[CH:19]=1, predict the reaction product. The product is: [CH3:12][C:6]1[N:7]=[C:8]2[C:3]([C:2]([NH:20][C:18]3[CH:19]=[C:14]([CH3:13])[CH:15]=[CH:16][C:17]=3[S:21][C:22]3[CH:23]=[C:24]([CH3:28])[CH:25]=[CH:26][CH:27]=3)=[CH:11][CH:10]=[N:9]2)=[CH:4][CH:5]=1. (8) The product is: [NH2:1][C:2]1[N:3]=[CH:4][C:5]([C:19]2[CH:20]=[CH:21][C:16]([S:13]([NH:12][CH:9]3[CH2:11][CH2:10]3)(=[O:15])=[O:14])=[CH:17][CH:18]=2)=[CH:6][CH:7]=1. Given the reactants [NH2:1][C:2]1[CH:7]=[CH:6][C:5](Br)=[CH:4][N:3]=1.[CH:9]1([NH:12][S:13]([C:16]2[CH:21]=[CH:20][C:19](B3OC(C)(C)C(C)(C)O3)=[CH:18][CH:17]=2)(=[O:15])=[O:14])[CH2:11][CH2:10]1.C(=O)([O-])[O-].[Na+].[Na+].C(#N)C, predict the reaction product. (9) Given the reactants FC(F)(F)C(O)=O.[CH3:8][O:9][CH:10]1[CH2:14][CH2:13][N:12]([C:15]2[CH:16]=[C:17]([S:21]([N:24]3[C:32]4[C:27](=[N:28][CH:29]=[CH:30][CH:31]=4)[C:26]([C:33]4[CH2:38][CH2:37][CH:36]([NH:39]C(=O)OC(C)(C)C)[CH2:35][CH:34]=4)=[CH:25]3)(=[O:23])=[O:22])[CH:18]=[CH:19][CH:20]=2)[CH2:11]1, predict the reaction product. The product is: [CH3:8][O:9][CH:10]1[CH2:14][CH2:13][N:12]([C:15]2[CH:16]=[C:17]([S:21]([N:24]3[C:32]4[C:27](=[N:28][CH:29]=[CH:30][CH:31]=4)[C:26]([C:33]4[CH2:38][CH2:37][CH:36]([NH2:39])[CH2:35][CH:34]=4)=[CH:25]3)(=[O:22])=[O:23])[CH:18]=[CH:19][CH:20]=2)[CH2:11]1. (10) Given the reactants [BH4-].[Na+].[CH3:3][O:4][C:5]([CH2:7][N:8]1[N:12]=[N:11][C:10](/[CH:13]=[C:14]2\[CH2:15][N:16]([C:21]([C:34]3[CH:39]=[CH:38][CH:37]=[CH:36][CH:35]=3)([C:28]3[CH:33]=[CH:32][CH:31]=[CH:30][CH:29]=3)[C:22]3[CH:27]=[CH:26][CH:25]=[CH:24][CH:23]=3)[CH2:17][CH2:18][C:19]\2=[O:20])=[N:9]1)=[O:6], predict the reaction product. The product is: [CH3:3][O:4][C:5]([CH2:7][N:8]1[N:12]=[N:11][C:10](/[CH:13]=[C:14]2\[CH2:15][N:16]([C:21]([C:34]3[CH:35]=[CH:36][CH:37]=[CH:38][CH:39]=3)([C:28]3[CH:29]=[CH:30][CH:31]=[CH:32][CH:33]=3)[C:22]3[CH:23]=[CH:24][CH:25]=[CH:26][CH:27]=3)[CH2:17][CH2:18][CH:19]\2[OH:20])=[N:9]1)=[O:6].